Dataset: Reaction yield outcomes from USPTO patents with 853,638 reactions. Task: Predict the reaction yield, written as a fraction of the theoretical maximum amount of product (1.0 means a 100% yield; for example, 0.34 means a 34% yield). (1) No catalyst specified. The yield is 0.340. The product is [ClH:43].[F:39][CH:20]([C:22]1[CH:23]=[CH:24][C:25]2[O:30][CH2:29][C:28](=[O:31])[NH:27][C:26]=2[CH:32]=1)[CH2:19][N:16]1[CH2:17][CH2:18][N:13]([C:4]2[CH:3]=[C:2]([F:1])[CH:11]=[C:10]3[C:5]=2[CH:6]=[CH:7][C:8]([CH3:12])=[N:9]3)[CH2:14][CH2:15]1. The reactants are [F:1][C:2]1[CH:11]=[C:10]2[C:5]([CH:6]=[CH:7][C:8]([CH3:12])=[N:9]2)=[C:4]([N:13]2[CH2:18][CH2:17][N:16]([CH2:19][CH:20]([C:22]3[CH:23]=[CH:24][C:25]4[O:30][CH2:29][C:28](=[O:31])[NH:27][C:26]=4[CH:32]=3)O)[CH2:15][CH2:14]2)[CH:3]=1.CCN(S(F)(F)[F:39])CC.C(Cl)[Cl:43]. (2) The reactants are [C:1]([C:3]1[CH:8]=[CH:7][CH:6]=[CH:5][C:4]=1[CH:9]([CH3:14])[C:10]([O:12][CH3:13])=[O:11])#[CH:2].C(N(CC)CC)C.Cl[C:23]1[C:28]([C:29]([F:32])([F:31])[F:30])=[CH:27][N:26]=[C:25]([NH:33][C:34]2[CH:39]=[CH:38][C:37]([CH:40]3[CH2:45][CH2:44][N:43]([C:46]([O:48][C:49]([CH3:52])([CH3:51])[CH3:50])=[O:47])[CH2:42][CH2:41]3)=[CH:36][CH:35]=2)[N:24]=1.C1(P(C2C=CC=CC=2)C2C=CC=CC=2)C=CC=CC=1. The catalyst is CN(C)C=O.CCOC(C)=O.Cl[Pd](Cl)([P](C1C=CC=CC=1)(C1C=CC=CC=1)C1C=CC=CC=1)[P](C1C=CC=CC=1)(C1C=CC=CC=1)C1C=CC=CC=1.[Cu]I. The product is [CH3:13][O:12][C:10](=[O:11])[CH:9]([C:4]1[CH:5]=[CH:6][CH:7]=[CH:8][C:3]=1[C:1]#[C:2][C:27]1[C:28]([C:29]([F:30])([F:31])[F:32])=[CH:23][N:24]=[C:25]([NH:33][C:34]2[CH:39]=[CH:38][C:37]([CH:40]3[CH2:41][CH2:42][N:43]([C:46]([O:48][C:49]([CH3:52])([CH3:51])[CH3:50])=[O:47])[CH2:44][CH2:45]3)=[CH:36][CH:35]=2)[N:26]=1)[CH3:14]. The yield is 0.540. (3) The reactants are [CH:1]1([OH:6])[CH2:5][CH:4]=[CH:3][CH2:2]1.[H-].[Na+].[CH2:9](Br)[C:10]1[CH:15]=[CH:14][CH:13]=[CH:12][CH:11]=1. The catalyst is C1COCC1. The product is [CH:1]1([O:6][CH2:9][C:10]2[CH:15]=[CH:14][CH:13]=[CH:12][CH:11]=2)[CH2:5][CH:4]=[CH:3][CH2:2]1. The yield is 0.720.